This data is from Reaction yield outcomes from USPTO patents with 853,638 reactions. The task is: Predict the reaction yield, written as a fraction of the theoretical maximum amount of product (1.0 means a 100% yield; for example, 0.34 means a 34% yield). (1) The reactants are [F:1][C:2]([F:21])([F:20])[C:3]1[N:4]=[C:5]([NH:8][C:9]2[CH:14]=[CH:13][C:12]([C@@H:15]([CH3:19])[C:16](O)=[O:17])=[CH:11][CH:10]=2)[S:6][CH:7]=1.[NH3:22]. The catalyst is C(Cl)Cl. The product is [F:1][C:2]([F:21])([F:20])[C:3]1[N:4]=[C:5]([NH:8][C:9]2[CH:14]=[CH:13][C:12]([C@@H:15]([CH3:19])[C:16]([NH2:22])=[O:17])=[CH:11][CH:10]=2)[S:6][CH:7]=1. The yield is 0.790. (2) The product is [Cl:1][C:2]1[CH:3]=[N:4][N:5]([CH3:15])[C:6]=1[C:7]1[O:8][C:9]([C:12]([NH:49][C@@H:50]([CH2:63][C:64]2[CH:69]=[CH:68][CH:67]=[C:66]([F:70])[CH:65]=2)[CH2:51][N:52]2[C:60](=[O:61])[C:59]3[C:54](=[CH:55][CH:56]=[CH:57][CH:58]=3)[C:53]2=[O:62])=[O:14])=[CH:10][N:11]=1. The reactants are [Cl:1][C:2]1[CH:3]=[N:4][N:5]([CH3:15])[C:6]=1[C:7]1[O:8][C:9]([C:12]([OH:14])=O)=[CH:10][N:11]=1.C1CN([P+](Br)(N2CCCC2)N2CCCC2)CC1.F[P-](F)(F)(F)(F)F.CCN(C(C)C)C(C)C.[NH2:49][C@@H:50]([CH2:63][C:64]1[CH:69]=[CH:68][CH:67]=[C:66]([F:70])[CH:65]=1)[CH2:51][N:52]1[C:60](=[O:61])[C:59]2[C:54](=[CH:55][CH:56]=[CH:57][CH:58]=2)[C:53]1=[O:62]. The catalyst is C(Cl)(Cl)Cl. The yield is 0.390. (3) The reactants are [S:1](=[O:44])(=[O:43])([O:3][CH2:4][C@H:5]1[CH2:9][C@@H:8]([NH:10][C:11]2[C:16]([C:17]([C:19]3[S:20][CH:21]=[C:22]([CH2:24][C:25]4[CH:30]=[CH:29][CH:28]=[C:27]([Br:31])[CH:26]=4)[CH:23]=3)=[O:18])=[CH:15][N:14]=[CH:13][N:12]=2)[CH2:7][C@@H:6]1[O:32][Si](C(C)C)(C(C)C)C(C)C)[NH2:2].Cl. The catalyst is C1COCC1. The product is [S:1](=[O:44])(=[O:43])([O:3][CH2:4][C@H:5]1[CH2:9][C@@H:8]([NH:10][C:11]2[C:16]([C:17]([C:19]3[S:20][CH:21]=[C:22]([CH2:24][C:25]4[CH:30]=[CH:29][CH:28]=[C:27]([Br:31])[CH:26]=4)[CH:23]=3)=[O:18])=[CH:15][N:14]=[CH:13][N:12]=2)[CH2:7][C@@H:6]1[OH:32])[NH2:2]. The yield is 0.870. (4) The reactants are [N+:1]([C:4]1[CH:9]=[CH:8][C:7]([CH2:10][CH2:11][C:12]([OH:14])=[O:13])=[CH:6][CH:5]=1)([O-:3])=[O:2].O=S(Cl)Cl.[CH3:19]O. No catalyst specified. The product is [N+:1]([C:4]1[CH:5]=[CH:6][C:7]([CH2:10][CH2:11][C:12]([O:14][CH3:19])=[O:13])=[CH:8][CH:9]=1)([O-:3])=[O:2]. The yield is 0.840. (5) The reactants are [CH3:1][O:2][C:3]1[CH:17]=[CH:16][C:6]([CH2:7][S:8][C:9]2[NH:10][C:11]([CH3:15])=[C:12]([CH3:14])[N:13]=2)=[CH:5][CH:4]=1.[H-].[Na+].I[CH2:21][CH3:22]. The catalyst is CN(C=O)C. The product is [CH2:21]([N:13]1[C:12]([CH3:14])=[C:11]([CH3:15])[N:10]=[C:9]1[S:8][CH2:7][C:6]1[CH:5]=[CH:4][C:3]([O:2][CH3:1])=[CH:17][CH:16]=1)[CH3:22]. The yield is 0.830.